This data is from Forward reaction prediction with 1.9M reactions from USPTO patents (1976-2016). The task is: Predict the product of the given reaction. The product is: [Cl:21][C:14]1[C:15]([F:20])=[CH:16][CH:17]=[C:18]([F:19])[C:13]=1[CH2:12][N:8]1[CH2:9][CH2:10][NH:11][C:5]2[N:4]=[CH:3][C:2]([C:31]3[CH:32]=[C:33]([CH2:37][C:38]([NH2:40])=[O:39])[CH:34]=[CH:35][CH:36]=3)=[N:7][C:6]1=2. Given the reactants Br[C:2]1[N:7]=[C:6]2[N:8]([CH2:12][C:13]3[C:18]([F:19])=[CH:17][CH:16]=[C:15]([F:20])[C:14]=3[Cl:21])[CH2:9][CH2:10][NH:11][C:5]2=[N:4][CH:3]=1.B1([C:31]2[CH:36]=[CH:35][CH:34]=[C:33]([CH2:37][C:38]([NH2:40])=[O:39])[CH:32]=2)OC(C)(C)C(C)(C)O1, predict the reaction product.